Dataset: NCI-60 drug combinations with 297,098 pairs across 59 cell lines. Task: Regression. Given two drug SMILES strings and cell line genomic features, predict the synergy score measuring deviation from expected non-interaction effect. (1) Drug 1: CC1=C(C(=CC=C1)Cl)NC(=O)C2=CN=C(S2)NC3=CC(=NC(=N3)C)N4CCN(CC4)CCO. Drug 2: C1=NNC2=C1C(=O)NC=N2. Cell line: LOX IMVI. Synergy scores: CSS=48.2, Synergy_ZIP=-5.75, Synergy_Bliss=-9.04, Synergy_Loewe=-64.4, Synergy_HSA=-9.09. (2) Drug 1: CCC1=CC2CC(C3=C(CN(C2)C1)C4=CC=CC=C4N3)(C5=C(C=C6C(=C5)C78CCN9C7C(C=CC9)(C(C(C8N6C)(C(=O)OC)O)OC(=O)C)CC)OC)C(=O)OC.C(C(C(=O)O)O)(C(=O)O)O. Drug 2: CCC1=C2CN3C(=CC4=C(C3=O)COC(=O)C4(CC)O)C2=NC5=C1C=C(C=C5)O. Cell line: UACC-257. Synergy scores: CSS=29.9, Synergy_ZIP=-1.29, Synergy_Bliss=0.729, Synergy_Loewe=-5.16, Synergy_HSA=2.70. (3) Drug 1: C(=O)(N)NO. Drug 2: C1C(C(OC1N2C=NC(=NC2=O)N)CO)O. Cell line: SF-295. Synergy scores: CSS=-2.51, Synergy_ZIP=0.492, Synergy_Bliss=-0.0161, Synergy_Loewe=-4.26, Synergy_HSA=-2.01. (4) Drug 1: CC1CCC2CC(C(=CC=CC=CC(CC(C(=O)C(C(C(=CC(C(=O)CC(OC(=O)C3CCCCN3C(=O)C(=O)C1(O2)O)C(C)CC4CCC(C(C4)OC)OCCO)C)C)O)OC)C)C)C)OC. Drug 2: C1=NC2=C(N1)C(=S)N=CN2. Cell line: HCC-2998. Synergy scores: CSS=21.1, Synergy_ZIP=-1.06, Synergy_Bliss=0.0000828, Synergy_Loewe=-2.13, Synergy_HSA=1.20.